This data is from Forward reaction prediction with 1.9M reactions from USPTO patents (1976-2016). The task is: Predict the product of the given reaction. (1) Given the reactants [BH4-].[Na+].[C:3]12([C:13](=[O:39])[CH2:14][O:15][C:16]3[CH:20]=[C:19]([C:21]4[CH:26]=[CH:25][C:24]([C@H:27]5[CH2:32][CH2:31][C@H:30]([CH2:33][C:34]([O:36][CH2:37][CH3:38])=[O:35])[CH2:29][CH2:28]5)=[CH:23][CH:22]=4)[NH:18][N:17]=3)[CH2:12][CH:7]3[CH2:8][CH:9]([CH2:11][CH:5]([CH2:6]3)[CH2:4]1)[CH2:10]2, predict the reaction product. The product is: [C:3]12([CH:13]([OH:39])[CH2:14][O:15][C:16]3[CH:20]=[C:19]([C:21]4[CH:22]=[CH:23][C:24]([C@H:27]5[CH2:28][CH2:29][C@H:30]([CH2:33][C:34]([O:36][CH2:37][CH3:38])=[O:35])[CH2:31][CH2:32]5)=[CH:25][CH:26]=4)[NH:18][N:17]=3)[CH2:12][CH:7]3[CH2:6][CH:5]([CH2:11][CH:9]([CH2:8]3)[CH2:10]1)[CH2:4]2. (2) Given the reactants [F:1][C:2]1[CH:3]=[C:4]([CH:20]=[CH:21][C:22]=1[NH:23][C:24]([NH:26][C:27]1[CH:32]=[C:31]([CH3:33])[CH:30]=[CH:29][C:28]=1[F:34])=[O:25])[O:5][C:6]1[CH:11]=[CH:10][N:9]=[C:8]([C:12]2[NH:16][CH:15]=[C:14]([C:17]([OH:19])=O)[CH:13]=2)[CH:7]=1.CN(C(ON1N=NC2C=CC=NC1=2)=[N+](C)C)C.F[P-](F)(F)(F)(F)F.C(N(CC)C(C)C)(C)C.[NH2:68][CH2:69][CH2:70][CH2:71][N:72]1[CH2:76][CH2:75][CH2:74][CH2:73]1, predict the reaction product. The product is: [F:1][C:2]1[CH:3]=[C:4]([CH:20]=[CH:21][C:22]=1[NH:23][C:24]([NH:26][C:27]1[CH:32]=[C:31]([CH3:33])[CH:30]=[CH:29][C:28]=1[F:34])=[O:25])[O:5][C:6]1[CH:11]=[CH:10][N:9]=[C:8]([C:12]2[NH:16][CH:15]=[C:14]([C:17]([NH:68][CH2:69][CH2:70][CH2:71][N:72]3[CH2:76][CH2:75][CH2:74][CH2:73]3)=[O:19])[CH:13]=2)[CH:7]=1. (3) Given the reactants [Cl:1][C:2]1[CH:7]=[C:6]2[NH:8][C:9](=[O:45])[C:10]3([CH:15]([C:16]4[CH:21]=[C:20]([Cl:22])[CH:19]=[CH:18][C:17]=4[O:23][C:24]([CH2:34][CH3:35])([C:27]([NH:29][S:30]([CH3:33])(=[O:32])=[O:31])=[O:28])[CH2:25][CH3:26])[CH2:14][C:13](=[O:36])[NH:12][CH:11]3[C:37]3[CH:42]=[C:41]([F:43])[CH:40]=[CH:39][C:38]=3[CH3:44])[C:5]2=[CH:4][CH:3]=1.Cl[C:47]([O:49][CH2:50][CH2:51][CH2:52][CH2:53][CH2:54][CH3:55])=[O:48], predict the reaction product. The product is: [Cl:1][C:2]1[CH:7]=[C:6]2[N:8]([C:47]([O:49][CH2:50][CH2:51][CH2:52][CH2:53][CH2:54][CH3:55])=[O:48])[C:9](=[O:45])[C:10]3([CH:15]([C:16]4[CH:21]=[C:20]([Cl:22])[CH:19]=[CH:18][C:17]=4[O:23][C:24]([CH2:34][CH3:35])([C:27]([NH:29][S:30]([CH3:33])(=[O:32])=[O:31])=[O:28])[CH2:25][CH3:26])[CH2:14][C:13](=[O:36])[NH:12][CH:11]3[C:37]3[CH:42]=[C:41]([F:43])[CH:40]=[CH:39][C:38]=3[CH3:44])[C:5]2=[CH:4][CH:3]=1. (4) Given the reactants [O:1]1[C:6]2[CH:7]=[CH:8][CH:9]=[CH:10][C:5]=2[NH:4][C:3](=O)[CH2:2]1.[H-].[Al+3].[Li+].[H-].[H-].[H-].N.O, predict the reaction product. The product is: [O:1]1[C:6]2[CH:7]=[CH:8][CH:9]=[CH:10][C:5]=2[NH:4][CH2:3][CH2:2]1.